This data is from Catalyst prediction with 721,799 reactions and 888 catalyst types from USPTO. The task is: Predict which catalyst facilitates the given reaction. Reactant: [NH2:1][C:2]1[C:7]([NH2:8])=[CH:6][N:5]=[CH:4][N:3]=1.[F:9][C:10]1[CH:18]=[CH:17][CH:16]=[CH:15][C:11]=1[C:12](O)=O.[OH-].[Na+]. Product: [F:9][C:10]1[CH:18]=[CH:17][CH:16]=[CH:15][C:11]=1[C:12]1[NH:8][C:7]2[C:2](=[N:3][CH:4]=[N:5][CH:6]=2)[N:1]=1. The catalyst class is: 6.